Task: Predict the product of the given reaction.. Dataset: Forward reaction prediction with 1.9M reactions from USPTO patents (1976-2016) Given the reactants [N:1]1[C:10]2[C:5](=[CH:6][C:7]([C:11]([O:13][C:14]([CH3:17])([CH3:16])[CH3:15])=[O:12])=[CH:8][CH:9]=2)[CH:4]=[CH:3][CH:2]=1.[CH:18]1([Mg]Br)[CH2:20][CH2:19]1.[N+]([O-])([O-])=O.[NH4+].[Ce], predict the reaction product. The product is: [CH:18]1([C:2]2[CH:3]=[CH:4][C:5]3[C:10](=[CH:9][CH:8]=[C:7]([C:11]([O:13][C:14]([CH3:17])([CH3:16])[CH3:15])=[O:12])[CH:6]=3)[N:1]=2)[CH2:20][CH2:19]1.